This data is from Full USPTO retrosynthesis dataset with 1.9M reactions from patents (1976-2016). The task is: Predict the reactants needed to synthesize the given product. (1) Given the product [CH3:23][CH2:24][CH2:20][O:19][C:12]1[C:13](=[O:14])[N:15]([CH3:18])[C:16](=[O:17])[C:11]=1[C:4]1[C:5]2[C:10](=[CH:9][CH:8]=[CH:7][CH:6]=2)[N:2]([CH3:1])[CH:3]=1, predict the reactants needed to synthesize it. The reactants are: [CH3:1][N:2]1[C:10]2[C:5](=[CH:6][CH:7]=[CH:8][CH:9]=2)[C:4]([C:11]2[C:16](=[O:17])[N:15]([CH3:18])[C:13](=[O:14])[C:12]=2[O:19][CH3:20])=[CH:3]1.[Na+].[I-].[C:23](OCC)(=O)[CH3:24]. (2) Given the product [CH2:7]([B:20]([OH:21])[OH:19])/[CH:8]=[CH:9]\[CH3:10].[C:47]([C@@H:45]([C@H:43]([C:37]([O:39][CH:40]([CH3:42])[CH3:41])=[O:38])[OH:44])[OH:46])([O:49][CH:50]([CH3:51])[CH3:52])=[O:48], predict the reactants needed to synthesize it. The reactants are: CC([O-])(C)C.[K+].[CH3:7]/[CH:8]=[CH:9]\[CH3:10].[Li]CCCC.C([O:19][B:20](OC(C)C)[O:21]C(C)C)(C)C.C([K])/C=C\C.Cl.[Na+].[Cl-].[C:37]([C@@H:43]([C@H:45]([C:47]([O:49][CH:50]([CH3:52])[CH3:51])=[O:48])[OH:46])[OH:44])([O:39][CH:40]([CH3:42])[CH3:41])=[O:38]. (3) Given the product [CH:32]1([N:35]2[C:5]3[C:6](=[O:29])[N:7]([C:20]4[CH:25]=[C:24]([CH3:26])[C:23](=[O:27])[N:22]([CH3:28])[CH:21]=4)[CH:8]([C:9]4[CH:14]=[CH:13][CH:12]=[C:11]([O:15][C:16]([F:19])([F:18])[F:17])[CH:10]=4)[C:4]=3[C:1]([CH3:2])=[N:36]2)[CH2:34][CH2:33]1, predict the reactants needed to synthesize it. The reactants are: [C:1]([CH:4]1[CH:8]([C:9]2[CH:14]=[CH:13][CH:12]=[C:11]([O:15][C:16]([F:19])([F:18])[F:17])[CH:10]=2)[N:7]([C:20]2[CH:25]=[C:24]([CH3:26])[C:23](=[O:27])[N:22]([CH3:28])[CH:21]=2)[C:6](=[O:29])[C:5]1=O)(=O)[CH3:2].Cl.[CH:32]1([NH:35][NH2:36])[CH2:34][CH2:33]1.CC(O)=O. (4) The reactants are: Cl[C:2]1[N:7]=[CH:6][N:5]=[C:4]([C:8]([NH:10][CH2:11][C@H:12]([OH:24])[CH2:13][N:14]2[CH2:23][CH2:22][C:21]3[C:16](=[CH:17][CH:18]=[CH:19][CH:20]=3)[CH2:15]2)=[O:9])[CH:3]=1.[NH2:25][CH:26]1[CH2:31][CH2:30][N:29]([C:32](=[O:34])[CH3:33])[CH2:28][CH2:27]1.CCN(CC)CC. Given the product [C:32]([N:29]1[CH2:30][CH2:31][CH:26]([NH:25][C:2]2[N:7]=[CH:6][N:5]=[C:4]([C:8]([NH:10][CH2:11][C@H:12]([OH:24])[CH2:13][N:14]3[CH2:23][CH2:22][C:21]4[C:16](=[CH:17][CH:18]=[CH:19][CH:20]=4)[CH2:15]3)=[O:9])[CH:3]=2)[CH2:27][CH2:28]1)(=[O:34])[CH3:33], predict the reactants needed to synthesize it. (5) The reactants are: [CH3:1][O:2][C:3](=[O:34])[C:4]1[CH:9]=[C:8]([CH2:10][C@H:11]2[C@H:19]3[C@@H:15]([N:16]([CH2:21][C:22]4[CH:27]=[CH:26][CH:25]=[C:24]([CH:28]([CH3:30])[CH3:29])[CH:23]=4)[C:17](=[O:20])[O:18]3)[CH2:14][S:13](=[O:32])(=[O:31])[CH2:12]2)[CH:7]=[CH:6][C:5]=1[OH:33].[F:35][C:36]([F:49])([F:48])[S:37](O[S:37]([C:36]([F:49])([F:48])[F:35])(=[O:39])=[O:38])(=[O:39])=[O:38].Cl. Given the product [CH3:1][O:2][C:3](=[O:34])[C:4]1[CH:9]=[C:8]([CH2:10][C@H:11]2[C@H:19]3[C@@H:15]([N:16]([CH2:21][C:22]4[CH:27]=[CH:26][CH:25]=[C:24]([CH:28]([CH3:30])[CH3:29])[CH:23]=4)[C:17](=[O:20])[O:18]3)[CH2:14][S:13](=[O:31])(=[O:32])[CH2:12]2)[CH:7]=[CH:6][C:5]=1[O:33][S:37]([C:36]([F:49])([F:48])[F:35])(=[O:39])=[O:38], predict the reactants needed to synthesize it.